From a dataset of Forward reaction prediction with 1.9M reactions from USPTO patents (1976-2016). Predict the product of the given reaction. (1) The product is: [C:7]1([C:28]2[CH:33]=[CH:32][CH:31]=[CH:30][CH:29]=2)[CH:8]=[CH:9][C:10]([CH2:13][CH:14]2[C:23]3[C:18](=[CH:19][C:20]([O:26][CH3:27])=[C:21]([O:24][CH3:25])[CH:22]=3)[CH2:17][CH2:16][NH:15]2)=[CH:11][CH:12]=1. Given the reactants C(O)(=O)C(O)=O.[C:7]1([C:28]2[CH:33]=[CH:32][CH:31]=[CH:30][CH:29]=2)[CH:12]=[CH:11][C:10]([CH2:13][CH:14]2[C:23]3[C:18](=[CH:19][C:20]([O:26][CH3:27])=[C:21]([O:24][CH3:25])[CH:22]=3)[CH2:17][CH2:16][NH:15]2)=[CH:9][CH:8]=1, predict the reaction product. (2) Given the reactants Cl.C(N=C=NCCCN(C)C)C.Cl.Cl.[Cl:15][C:16]1[CH:17]=[CH:18][C:19]([O:22][CH:23]2[CH2:28][CH2:27][N:26]([C:29](=[O:35])[C@@H:30]([NH2:34])[CH:31]([CH3:33])[CH3:32])[CH2:25][CH2:24]2)=[N:20][CH:21]=1.[OH:36][C:37]1[C:38]([C:47](O)=[O:48])=[N:39][C:40]2[C:45]([N:46]=1)=[CH:44][CH:43]=[CH:42][CH:41]=2.O.ON1C2C=CC=CC=2N=N1.CN1CCOCC1, predict the reaction product. The product is: [Cl:15][C:16]1[CH:17]=[CH:18][C:19]([O:22][CH:23]2[CH2:28][CH2:27][N:26]([C:29]([C@@H:30]([NH:34][C:47]([C:38]3[C:37]([OH:36])=[N:46][C:45]4[C:40](=[CH:41][CH:42]=[CH:43][CH:44]=4)[N:39]=3)=[O:48])[CH:31]([CH3:33])[CH3:32])=[O:35])[CH2:25][CH2:24]2)=[N:20][CH:21]=1. (3) Given the reactants [OH:1][CH2:2][C:3]1[CH:18]=[CH:17][C:6]2[S:7][CH:8]=[C:9]([C:10]3[CH:15]=[CH:14][CH:13]=[CH:12][C:11]=3[CH3:16])[C:5]=2[CH:4]=1.O[C:20]1[CH:25]=[CH:24][C:23]([C@@H:26]([C:32]#[C:33][CH3:34])[CH2:27][C:28]([O:30][CH3:31])=[O:29])=[CH:22][CH:21]=1.C1C=CC(P(C2C=CC=CC=2)C2C=CC=CC=2)=CC=1.C1C=CC(COC(/N=N/C(OCC2C=CC=CC=2)=O)=O)=CC=1, predict the reaction product. The product is: [CH3:16][C:11]1[CH:12]=[CH:13][CH:14]=[CH:15][C:10]=1[C:9]1[C:5]2[CH:4]=[C:3]([CH2:2][O:1][C:20]3[CH:25]=[CH:24][C:23]([C@@H:26]([C:32]#[C:33][CH3:34])[CH2:27][C:28]([O:30][CH3:31])=[O:29])=[CH:22][CH:21]=3)[CH:18]=[CH:17][C:6]=2[S:7][CH:8]=1. (4) The product is: [CH2:1]([C@@H:8]1[C@@H:12]([CH2:13][O:14][Si:31]([CH:38]([CH3:40])[CH3:39])([CH:35]([CH3:37])[CH3:36])[CH:32]([CH3:34])[CH3:33])[C@H:11]([CH3:15])[O:10][C:9]1=[O:16])[C:2]1[CH:3]=[CH:4][CH:5]=[CH:6][CH:7]=1. Given the reactants [CH2:1]([C@@H:8]1[C@@H:12]([CH2:13][OH:14])[C@H:11]([CH3:15])[O:10][C:9]1=[O:16])[C:2]1[CH:7]=[CH:6][CH:5]=[CH:4][CH:3]=1.CC1C=CC=C(C)N=1.FC(F)(F)S(O[Si:31]([CH:38]([CH3:40])[CH3:39])([CH:35]([CH3:37])[CH3:36])[CH:32]([CH3:34])[CH3:33])(=O)=O, predict the reaction product. (5) Given the reactants [CH3:1][S:2][CH:3]1[C:11]2[C:6](=[CH:7][CH:8]=[CH:9][C:10]=2[N+:12]([O-])=O)[NH:5][C:4]1=[O:15], predict the reaction product. The product is: [NH2:12][C:10]1[CH:9]=[CH:8][CH:7]=[C:6]2[C:11]=1[CH:3]([S:2][CH3:1])[C:4](=[O:15])[NH:5]2.